This data is from Forward reaction prediction with 1.9M reactions from USPTO patents (1976-2016). The task is: Predict the product of the given reaction. (1) Given the reactants [Br:1][C:2]1[CH:11]=[CH:10][C:5]([O:6][CH2:7][CH2:8][OH:9])=[CH:4][CH:3]=1.CCN(CC)CC.[S:19](Cl)([CH3:22])(=[O:21])=[O:20], predict the reaction product. The product is: [Br:1][C:2]1[CH:11]=[CH:10][C:5]([O:6][CH2:7][CH2:8][O:9][S:19]([CH3:22])(=[O:21])=[O:20])=[CH:4][CH:3]=1. (2) The product is: [CH:1]1([OH:9])[CH2:8][CH2:7][CH2:6][CH:5]=[CH:4][CH2:3][CH2:2]1. Given the reactants [CH:1]1([OH:9])[CH2:8][CH2:7][CH2:6][CH:5]=[CH:4][CH2:3][CH2:2]1.C1(O)CCCCCCC=1.C(OC)(=O)C1C=CC=CC=1, predict the reaction product. (3) Given the reactants [OH-].[Na+].Cl[CH2:4][C@H:5]([OH:17])[CH2:6][N:7]1[CH2:12][CH2:11][N:10]([S:13]([CH3:16])(=[O:15])=[O:14])[CH2:9][CH2:8]1, predict the reaction product. The product is: [O:17]1[CH2:4][C@H:5]1[CH2:6][N:7]1[CH2:12][CH2:11][N:10]([S:13]([CH3:16])(=[O:15])=[O:14])[CH2:9][CH2:8]1.